From a dataset of Full USPTO retrosynthesis dataset with 1.9M reactions from patents (1976-2016). Predict the reactants needed to synthesize the given product. (1) Given the product [CH2:1]([S:13][C:14]1[S:18][C:17]([S:19][C:23]2[C:24]([C:29]#[N:30])=[N:25][CH:26]=[CH:27][N:28]=2)=[N:16][N:15]=1)[CH2:2][CH2:3][CH2:4][CH2:5][CH2:6][CH2:7][CH2:8][CH2:9][CH2:10][CH2:11][CH3:12], predict the reactants needed to synthesize it. The reactants are: [CH2:1]([S:13][C:14]1[S:18][C:17]([SH:19])=[N:16][N:15]=1)[CH2:2][CH2:3][CH2:4][CH2:5][CH2:6][CH2:7][CH2:8][CH2:9][CH2:10][CH2:11][CH3:12].[H-].[Na+].Cl[C:23]1[C:24]([C:29]#[N:30])=[N:25][CH:26]=[CH:27][N:28]=1. (2) Given the product [F:27][C:28]1[CH:33]=[C:32]([C:2]2[CH:3]=[C:4]3[C:9](=[CH:10][CH:11]=2)[C:8]([NH:12][CH2:13][C:14]2[CH:15]=[N:16][C:17]([C:20]4[CH:25]=[CH:24][N:23]=[C:22]([CH3:26])[CH:21]=4)=[CH:18][CH:19]=2)=[N:7][CH:6]=[CH:5]3)[CH:31]=[CH:30][CH:29]=1, predict the reactants needed to synthesize it. The reactants are: Br[C:2]1[CH:3]=[C:4]2[C:9](=[CH:10][CH:11]=1)[C:8]([NH:12][CH2:13][C:14]1[CH:15]=[N:16][C:17]([C:20]3[CH:25]=[CH:24][N:23]=[C:22]([CH3:26])[CH:21]=3)=[CH:18][CH:19]=1)=[N:7][CH:6]=[CH:5]2.[F:27][C:28]1[CH:29]=[C:30](B(O)O)[CH:31]=[CH:32][CH:33]=1.C([O-])([O-])=O.[Na+].[Na+].O1CCOCC1.O. (3) Given the product [C:1]([C:4]1[CH:5]=[CH:6][C:7]([OH:39])=[C:8]([S:10]([N:13]([CH2:32][C:33]2[N:34]=[C:35]([CH3:38])[S:36][CH:37]=2)[CH2:14][CH2:15][C:16]2[CH:28]=[CH:27][C:26]([CH:29]([CH3:30])[CH3:31])=[CH:25][C:17]=2[O:18][CH2:19][C:20]([OH:22])=[O:21])(=[O:11])=[O:12])[CH:9]=1)(=[NH:2])[NH2:3], predict the reactants needed to synthesize it. The reactants are: [C:1]([C:4]1[CH:5]=[CH:6][C:7]([OH:39])=[C:8]([S:10]([N:13]([CH2:32][C:33]2[N:34]=[C:35]([CH3:38])[S:36][CH:37]=2)[CH2:14][CH2:15][C:16]2[CH:28]=[CH:27][C:26]([CH:29]([CH3:31])[CH3:30])=[CH:25][C:17]=2[O:18][CH2:19][C:20]([O:22]CC)=[O:21])(=[O:12])=[O:11])[CH:9]=1)(=[NH:3])[NH2:2].[OH-].[Na+]. (4) Given the product [CH2:1]([O:3][C:4](=[O:13])[C:5]1[CH:10]=[C:9]([CH3:11])[C:8]([NH:14][C:15]2[CH:16]=[N:17][C:18]([CH3:21])=[CH:19][CH:20]=2)=[N:7][CH:6]=1)[CH3:2], predict the reactants needed to synthesize it. The reactants are: [CH2:1]([O:3][C:4](=[O:13])[C:5]1[CH:10]=[C:9]([CH3:11])[C:8](Cl)=[N:7][CH:6]=1)[CH3:2].[NH2:14][C:15]1[CH:16]=[N:17][C:18]([CH3:21])=[CH:19][CH:20]=1.C(=O)([O-])[O-].[K+].[K+].CCOC(C)=O. (5) Given the product [C:42]([C:37]1[CH:38]=[C:39]2[C:34](=[C:35]([F:46])[CH:36]=1)[C:33](=[O:47])[N:32]([C:7]1[C:6]([CH2:5][OH:4])=[C:11]([C:12]3[CH:17]=[C:16]([NH:18][C:19]4[CH:24]=[CH:23][C:22]([C:25]([N:26]([CH3:28])[CH3:27])=[O:29])=[CH:21][N:20]=4)[C:15](=[O:30])[N:14]([CH3:31])[N:13]=3)[CH:10]=[CH:9][CH:8]=1)[N:41]=[CH:40]2)([CH3:45])([CH3:43])[CH3:44], predict the reactants needed to synthesize it. The reactants are: C([O:4][CH2:5][C:6]1[C:11]([C:12]2[CH:17]=[C:16]([NH:18][C:19]3[CH:24]=[CH:23][C:22]([C:25](=[O:29])[N:26]([CH3:28])[CH3:27])=[CH:21][N:20]=3)[C:15](=[O:30])[N:14]([CH3:31])[N:13]=2)=[CH:10][CH:9]=[CH:8][C:7]=1[N:32]1[N:41]=[CH:40][C:39]2[C:34](=[C:35]([F:46])[CH:36]=[C:37]([C:42]([CH3:45])([CH3:44])[CH3:43])[CH:38]=2)[C:33]1=[O:47])(=O)C.[Li+].[OH-]. (6) The reactants are: C1(P(C2CCCCC2)C2C=CC=CC=2C2C(C(C)C)=CC(C(C)C)=CC=2C(C)C)CCCCC1.C([Sn]([C:48]#[N:49])(CCCC)CCCC)CCC.Cl[C:51]1[CH:52]=[CH:53][CH:54]=[C:55]2[C:60]=1[N:59]=[C:58]([C:61]1[CH:66]=[C:65]([CH3:67])[CH:64]=[CH:63][N:62]=1)[C:57]([CH3:68])=[C:56]2[NH:69][C:70]1[C:71]([C:82]2[CH:83]=[N:84][CH:85]=[C:86]([O:88][CH3:89])[CH:87]=2)=[N:72][CH:73]=[C:74]([N:76]2[CH2:81][CH2:80][O:79][CH2:78][CH2:77]2)[CH:75]=1. Given the product [CH3:89][O:88][C:86]1[CH:87]=[C:82]([C:71]2[C:70]([NH:69][C:56]3[C:55]4[C:60](=[C:51]([C:48]#[N:49])[CH:52]=[CH:53][CH:54]=4)[N:59]=[C:58]([C:61]4[CH:66]=[C:65]([CH3:67])[CH:64]=[CH:63][N:62]=4)[C:57]=3[CH3:68])=[CH:75][C:74]([N:76]3[CH2:77][CH2:78][O:79][CH2:80][CH2:81]3)=[CH:73][N:72]=2)[CH:83]=[N:84][CH:85]=1, predict the reactants needed to synthesize it. (7) Given the product [NH2:19][C:8]([NH:4][N:3]1[CH2:2][CH2:6][O:29][CH2:28][CH2:27]1)=[N:9][S:10]([C:13]1[CH:14]=[CH:15][CH:16]=[CH:17][CH:18]=1)(=[O:11])=[O:12], predict the reactants needed to synthesize it. The reactants are: C[C:2]1[CH:6]=C(C)[N:4]([C:8](=[NH:19])[NH:9][S:10]([C:13]2[CH:18]=[CH:17][CH:16]=[CH:15][CH:14]=2)(=[O:12])=[O:11])[N:3]=1.CS(O)(=O)=O.NN1CC[O:29][CH2:28][CH2:27]1.